This data is from Catalyst prediction with 721,799 reactions and 888 catalyst types from USPTO. The task is: Predict which catalyst facilitates the given reaction. Reactant: C1(P(C2C=CC=CC=2)C2C=CC=CC=2)C=CC=CC=1.BrN1C(=O)CCC1=O.[Br:28][C:29]1[CH:37]=[C:36]2[C:32]([C:33]([C:41]([OH:43])=O)=[CH:34][N:35]2[CH:38]([CH3:40])[CH3:39])=[CH:31][CH:30]=1.[NH2:44][C:45]1[S:46][CH:47]=[CH:48][N:49]=1. Product: [S:46]1[CH:47]=[CH:48][N:49]=[C:45]1[NH:44][C:41]([C:33]1[C:32]2[C:36](=[CH:37][C:29]([Br:28])=[CH:30][CH:31]=2)[N:35]([CH:38]([CH3:39])[CH3:40])[CH:34]=1)=[O:43]. The catalyst class is: 2.